This data is from Forward reaction prediction with 1.9M reactions from USPTO patents (1976-2016). The task is: Predict the product of the given reaction. (1) Given the reactants [CH3:1][C:2]1[N:7]=[C:6]2[NH:8][C:9](=O)[NH:10][C:5]2=[C:4]([CH3:12])[CH:3]=1.[C:13]([OH:16])(=[O:15])[CH3:14].[Mg+2].[Cl-].[Cl-], predict the reaction product. The product is: [C:13]([OH:16])(=[O:15])[CH3:14].[CH3:13][C:9]1[NH:8][C:6]2=[N:7][C:2]([CH3:1])=[CH:3][C:4]([CH3:12])=[C:5]2[N:10]=1. (2) Given the reactants [Br:1][C:2]1[CH:11]=[CH:10][C:5]2[C:6](=[O:9])[O:7][CH2:8][C:4]=2[CH:3]=1.[I:12]N1C(=O)CCC1=O, predict the reaction product. The product is: [Br:1][C:2]1[CH:11]=[CH:10][C:5]2[C:6](=[O:9])[O:7][CH2:8][C:4]=2[C:3]=1[I:12]. (3) Given the reactants Cl.[Br:2][C:3]1[CH:8]=[CH:7][C:6]([NH:9]N)=[CH:5][CH:4]=1.[CH2:11]([CH2:18][C:19](=O)[CH3:20])[C:12]1[CH:17]=[CH:16][CH:15]=[CH:14][CH:13]=1, predict the reaction product. The product is: [CH2:11]([C:18]1[C:7]2[C:6](=[CH:5][CH:4]=[C:3]([Br:2])[CH:8]=2)[NH:9][C:19]=1[CH3:20])[C:12]1[CH:17]=[CH:16][CH:15]=[CH:14][CH:13]=1.